This data is from Full USPTO retrosynthesis dataset with 1.9M reactions from patents (1976-2016). The task is: Predict the reactants needed to synthesize the given product. Given the product [CH2:20]([O:19][C:17](=[O:18])[O:1][CH:2]([CH:7]([CH3:9])[CH3:8])[C:3]([C:4]#[N:5])=[CH2:6])[CH3:21], predict the reactants needed to synthesize it. The reactants are: [OH:1][CH:2]([CH:7]([CH3:9])[CH3:8])[C:3](=[CH2:6])[C:4]#[N:5].N1C=CC=CC=1.Cl[C:17]([O:19][CH2:20][CH3:21])=[O:18].Cl.